From a dataset of Forward reaction prediction with 1.9M reactions from USPTO patents (1976-2016). Predict the product of the given reaction. (1) Given the reactants Br[CH2:2][C:3]1[C:12]2[C:7](=[CH:8][CH:9]=[CH:10][CH:11]=2)[C:6]([C:13]([O:15][CH3:16])=[O:14])=[CH:5][CH:4]=1.[N-:17]=[N+:18]=[N-:19].[Na+], predict the reaction product. The product is: [N:17]([CH2:2][C:3]1[C:12]2[C:7](=[CH:8][CH:9]=[CH:10][CH:11]=2)[C:6]([C:13]([O:15][CH3:16])=[O:14])=[CH:5][CH:4]=1)=[N+:18]=[N-:19]. (2) Given the reactants O1CCOCC1.O([C:15]1[CH:20]=[CH:19][C:18]([C:21]([O:23][CH2:24][CH3:25])=[O:22])=[CH:17][CH:16]=1)S(C(F)(F)F)(=O)=O.C(N(C(C)C)C(C)C)C.[CH:35]1[CH2:39][CH2:38][CH2:37][CH:36]=1, predict the reaction product. The product is: [CH2:24]([O:23][C:21]([C:18]1[CH:19]=[CH:20][C:15]([C@H:39]2[CH2:38][CH2:37][CH:36]=[CH:35]2)=[CH:16][CH:17]=1)=[O:22])[CH3:25]. (3) Given the reactants [NH:1]1[CH2:6][CH2:5][CH2:4][C@H:3]([CH2:7][N:8]2[C:12]3[CH:13]=[CH:14][CH:15]=[CH:16][C:11]=3[N:10]=[C:9]2[CH2:17][N:18]([C@@H:22]2[C:31]3[N:30]=[CH:29][CH:28]=[CH:27][C:26]=3[CH2:25][CH2:24][CH2:23]2)[CH2:19][CH2:20][OH:21])[CH2:2]1.[CH3:32][CH:33](N1CCC[C@H](CN2C3C=CC=CC=3N=C2CN(CCC)[C@@H]2C3N=CC=CC=3CCC2)C1)[CH3:34], predict the reaction product. The product is: [CH3:32][CH:33]([N:1]1[CH2:6][CH2:5][CH2:4][C@H:3]([CH2:7][N:8]2[C:12]3[CH:13]=[CH:14][CH:15]=[CH:16][C:11]=3[N:10]=[C:9]2[CH2:17][N:18]([C@@H:22]2[C:31]3[N:30]=[CH:29][CH:28]=[CH:27][C:26]=3[CH2:25][CH2:24][CH2:23]2)[CH2:19][CH2:20][OH:21])[CH2:2]1)[CH3:34]. (4) The product is: [F:34][C:35]1[CH:40]=[CH:39][C:38]([C:41]2[CH:46]=[CH:45][C:21]([C:20]([NH:19][C:14]3[CH:13]=[CH:12][C:11]4[CH:10]=[C:9]([CH2:8][CH2:7][N:2]5[CH2:6][CH2:5][CH2:4][CH2:3]5)[CH2:18][CH2:17][C:16]=4[CH:15]=3)=[O:22])=[CH:43][CH:42]=2)=[CH:37][CH:36]=1. Given the reactants Cl.[N:2]1([CH2:7][CH2:8][C:9]2[CH2:18][CH2:17][C:16]3[CH:15]=[C:14]([NH:19][C:20](=[O:22])[CH3:21])[CH:13]=[CH:12][C:11]=3[CH:10]=2)[CH2:6][CH2:5][CH2:4][CH2:3]1.CCN=C=NCCCN(C)C.[F:34][C:35]1[CH:40]=[CH:39][C:38]([C:41]2[CH:46]=[CH:45]C(C(O)=O)=[CH:43][CH:42]=2)=[CH:37][CH:36]=1, predict the reaction product. (5) Given the reactants C([O:3][C:4](=[O:24])[CH2:5][N:6]1[CH:11]=[CH:10][N:9]=[C:8]([NH:12][CH2:13][C:14]([F:22])([F:21])[C:15]2[CH:20]=[CH:19][CH:18]=[CH:17][N:16]=2)[C:7]1=[O:23])C.[OH-].[Li+].Cl, predict the reaction product. The product is: [F:22][C:14]([F:21])([C:15]1[CH:20]=[CH:19][CH:18]=[CH:17][N:16]=1)[CH2:13][NH:12][C:8]1[C:7](=[O:23])[N:6]([CH2:5][C:4]([OH:24])=[O:3])[CH:11]=[CH:10][N:9]=1.